Task: Regression. Given two drug SMILES strings and cell line genomic features, predict the synergy score measuring deviation from expected non-interaction effect.. Dataset: Merck oncology drug combination screen with 23,052 pairs across 39 cell lines (1) Cell line: HT144. Drug 2: Cn1cc(-c2cnn3c(N)c(Br)c(C4CCCNC4)nc23)cn1. Synergy scores: synergy=49.2. Drug 1: Nc1ccn(C2OC(CO)C(O)C2(F)F)c(=O)n1. (2) Cell line: LNCAP. Synergy scores: synergy=-123. Drug 2: CCC1(O)C(=O)OCc2c1cc1n(c2=O)Cc2cc3c(CN(C)C)c(O)ccc3nc2-1. Drug 1: O=S1(=O)NC2(CN1CC(F)(F)F)C1CCC2Cc2cc(C=CCN3CCC(C(F)(F)F)CC3)ccc2C1.